This data is from NCI-60 drug combinations with 297,098 pairs across 59 cell lines. The task is: Regression. Given two drug SMILES strings and cell line genomic features, predict the synergy score measuring deviation from expected non-interaction effect. (1) Synergy scores: CSS=2.27, Synergy_ZIP=0.407, Synergy_Bliss=-0.749, Synergy_Loewe=-1.36, Synergy_HSA=-3.66. Drug 2: C1=NC2=C(N=C(N=C2N1C3C(C(C(O3)CO)O)F)Cl)N. Cell line: NCI-H322M. Drug 1: CC1=C(C(CCC1)(C)C)C=CC(=CC=CC(=CC(=O)O)C)C. (2) Drug 1: C1CCC(C1)C(CC#N)N2C=C(C=N2)C3=C4C=CNC4=NC=N3. Drug 2: C1CCC(CC1)NC(=O)N(CCCl)N=O. Cell line: SN12C. Synergy scores: CSS=26.0, Synergy_ZIP=1.87, Synergy_Bliss=8.87, Synergy_Loewe=9.51, Synergy_HSA=9.61. (3) Drug 1: COC1=CC(=CC(=C1O)OC)C2C3C(COC3=O)C(C4=CC5=C(C=C24)OCO5)OC6C(C(C7C(O6)COC(O7)C8=CC=CS8)O)O. Drug 2: CCCCCOC(=O)NC1=NC(=O)N(C=C1F)C2C(C(C(O2)C)O)O. Cell line: DU-145. Synergy scores: CSS=37.7, Synergy_ZIP=5.05, Synergy_Bliss=7.27, Synergy_Loewe=-22.7, Synergy_HSA=8.24. (4) Drug 1: C1CN1C2=NC(=NC(=N2)N3CC3)N4CC4. Drug 2: CCC1(C2=C(COC1=O)C(=O)N3CC4=CC5=C(C=CC(=C5CN(C)C)O)N=C4C3=C2)O.Cl. Cell line: T-47D. Synergy scores: CSS=53.9, Synergy_ZIP=-4.78, Synergy_Bliss=-4.57, Synergy_Loewe=1.10, Synergy_HSA=3.81. (5) Drug 1: C1=CC(=CC=C1CCCC(=O)O)N(CCCl)CCCl. Drug 2: C1CC(=O)NC(=O)C1N2C(=O)C3=CC=CC=C3C2=O. Cell line: UACC62. Synergy scores: CSS=30.3, Synergy_ZIP=7.66, Synergy_Bliss=9.66, Synergy_Loewe=6.82, Synergy_HSA=9.91. (6) Drug 1: C1C(C(OC1N2C=NC3=C(N=C(N=C32)Cl)N)CO)O. Drug 2: CCC1=C2CN3C(=CC4=C(C3=O)COC(=O)C4(CC)O)C2=NC5=C1C=C(C=C5)O. Cell line: HS 578T. Synergy scores: CSS=15.5, Synergy_ZIP=-2.32, Synergy_Bliss=2.28, Synergy_Loewe=-13.1, Synergy_HSA=0.545. (7) Drug 1: CC1=C(C=C(C=C1)NC2=NC=CC(=N2)N(C)C3=CC4=NN(C(=C4C=C3)C)C)S(=O)(=O)N.Cl. Drug 2: CC(C)(C#N)C1=CC(=CC(=C1)CN2C=NC=N2)C(C)(C)C#N. Cell line: HS 578T. Synergy scores: CSS=11.2, Synergy_ZIP=4.22, Synergy_Bliss=10.0, Synergy_Loewe=6.62, Synergy_HSA=7.29.